This data is from Reaction yield outcomes from USPTO patents with 853,638 reactions. The task is: Predict the reaction yield, written as a fraction of the theoretical maximum amount of product (1.0 means a 100% yield; for example, 0.34 means a 34% yield). (1) The reactants are [CH:1]1([C:4]2[O:5][C:6]3[C:12]([I:13])=[CH:11][C:10]([N+:14]([O-])=O)=[CH:9][C:7]=3[CH:8]=2)[CH2:3][CH2:2]1.[NH4+].[Cl-].C(Cl)Cl. The catalyst is CO.[Fe]. The product is [CH:1]1([C:4]2[O:5][C:6]3[C:12]([I:13])=[CH:11][C:10]([NH2:14])=[CH:9][C:7]=3[CH:8]=2)[CH2:3][CH2:2]1. The yield is 0.830. (2) The reactants are [F:1][C:2]1[CH:3]=[C:4]([C@H:10]2[CH2:14][CH2:13][CH2:12][N:11]2[C:15]2[CH:20]=[CH:19][N:18]3[N:21]=[CH:22][C:23]([C:24]([OH:26])=O)=[C:17]3[N:16]=2)[C:5]([O:8][CH3:9])=[N:6][CH:7]=1.[NH3:27]. The catalyst is CO. The product is [F:1][C:2]1[CH:3]=[C:4]([C@H:10]2[CH2:14][CH2:13][CH2:12][N:11]2[C:15]2[CH:20]=[CH:19][N:18]3[N:21]=[CH:22][C:23]([C:24]([NH2:27])=[O:26])=[C:17]3[N:16]=2)[C:5]([O:8][CH3:9])=[N:6][CH:7]=1. The yield is 0.380. (3) The reactants are Br[C:2]1[CH:7]=[CH:6][C:5]([C@@H:8]([C:16]2[CH:21]=[CH:20][C:19]([F:22])=[CH:18][C:17]=2[F:23])[NH:9][S@:10]([C:12]([CH3:15])([CH3:14])[CH3:13])=[O:11])=[CH:4][CH:3]=1.[CH3:24][PH:25]([O-])([O-:29])[O:26][CH2:27][CH3:28].CCN(CC)CC. The catalyst is C1COCC1.C1C=CC(P(C2C=CC=CC=2)[C-]2C=CC=C2)=CC=1.C1C=CC(P(C2C=CC=CC=2)[C-]2C=CC=C2)=CC=1.Cl[Pd]Cl.[Fe+2]. The product is [F:23][C:17]1[CH:18]=[C:19]([F:22])[CH:20]=[CH:21][C:16]=1[C@@H:8]([NH:9][S@:10]([C:12]([CH3:15])([CH3:14])[CH3:13])=[O:11])[C:5]1[CH:6]=[CH:7][C:2]([P:25]([CH3:24])(=[O:29])[O:26][CH2:27][CH3:28])=[CH:3][CH:4]=1. The yield is 0.440. (4) The reactants are Cl.[Cl:2][CH:3]=[CH:4][CH2:5][NH:6][C@@H:7]([C:9]1[C:18]2[C:13](=[CH:14][CH:15]=[CH:16][CH:17]=2)[CH:12]=[CH:11][CH:10]=1)[CH3:8].[OH-].[Na+].O. The catalyst is CO. The product is [Cl:2][CH:3]=[CH:4][CH2:5][NH:6][C@@H:7]([C:9]1[C:18]2[C:13](=[CH:14][CH:15]=[CH:16][CH:17]=2)[CH:12]=[CH:11][CH:10]=1)[CH3:8]. The yield is 0.988. (5) The reactants are [Cl:1][C:2]1[CH:26]=[CH:25][C:24](B2OC(C)(C)C(C)(C)O2)=[CH:23][C:3]=1[C:4]([NH:6][C:7]1[N:11]([C:12]2[CH:17]=[CH:16][CH:15]=[CH:14][CH:13]=2)[N:10]=[C:9]([C:18]([O:20][CH2:21][CH3:22])=[O:19])[CH:8]=1)=[O:5].[Cl:36][C:37]1[CH:38]=[CH:39][C:40]([CH2:44][C:45]#[N:46])=[N:41][C:42]=1Cl.C([O-])([O-])=O.[Na+].[Na+]. The catalyst is O1CCOCC1.O.C1C=CC([P]([Pd]([P](C2C=CC=CC=2)(C2C=CC=CC=2)C2C=CC=CC=2)([P](C2C=CC=CC=2)(C2C=CC=CC=2)C2C=CC=CC=2)[P](C2C=CC=CC=2)(C2C=CC=CC=2)C2C=CC=CC=2)(C2C=CC=CC=2)C2C=CC=CC=2)=CC=1. The product is [Cl:1][C:2]1[CH:26]=[CH:25][C:24]([C:42]2[C:37]([Cl:36])=[CH:38][CH:39]=[C:40]([CH2:44][C:45]#[N:46])[N:41]=2)=[CH:23][C:3]=1[C:4]([NH:6][C:7]1[N:11]([C:12]2[CH:13]=[CH:14][CH:15]=[CH:16][CH:17]=2)[N:10]=[C:9]([C:18]([O:20][CH2:21][CH3:22])=[O:19])[CH:8]=1)=[O:5]. The yield is 0.490.